Task: Predict the product of the given reaction.. Dataset: Forward reaction prediction with 1.9M reactions from USPTO patents (1976-2016) (1) Given the reactants [S-:1][C:2]1[CH:7]=[CH:6][CH:5]=[CH:4][CH:3]=1.[Na+].[Cl:9][C:10]1[CH:15]=[C:14]([Cl:16])[C:13]([O:17][CH3:18])=[CH:12][C:11]=1[NH:19][C:20]1[C:29]2[C:24](=[CH:25][C:26](F)=[C:27]([O:30][CH3:31])[CH:28]=2)[N:23]=[CH:22][C:21]=1[C:33]#[N:34].CN1CCCC1=O.C1(S)C=CC=CC=1.[Na], predict the reaction product. The product is: [Cl:9][C:10]1[CH:15]=[C:14]([Cl:16])[C:13]([O:17][CH3:18])=[CH:12][C:11]=1[NH:19][C:20]1[C:29]2[C:24](=[CH:25][C:26]([S:1][C:2]3[CH:7]=[CH:6][CH:5]=[CH:4][CH:3]=3)=[C:27]([O:30][CH3:31])[CH:28]=2)[N:23]=[CH:22][C:21]=1[C:33]#[N:34]. (2) Given the reactants [H-].[Na+].[Br:3][C:4]1[CH:16]=[C:15]2[C:7]([C:8]3[CH:9]=[CH:10][N:11]=[CH:12][C:13]=3[NH:14]2)=[CH:6][CH:5]=1.[CH3:17]S(Cl)(=O)=O.CN([CH:25]=[O:26])C, predict the reaction product. The product is: [C:25]([C:12]1[C:13]2[NH:14][C:15]3[C:7](=[CH:6][CH:5]=[C:4]([Br:3])[CH:16]=3)[C:8]=2[CH:9]=[CH:10][N:11]=1)(=[O:26])[CH3:17]. (3) The product is: [OH:21][C:4]1[C:5]([C:12]([NH:14][CH2:15][C:16]([OH:18])=[O:17])=[O:13])=[C:6]2[C:11](=[C:2]([C:25]3[CH:26]=[CH:27][N:23]([CH3:22])[N:24]=3)[CH:3]=1)[N:10]=[CH:9][CH:8]=[N:7]2. Given the reactants Br[C:2]1[CH:3]=[C:4]([OH:21])[C:5]([C:12]([NH:14][CH2:15][C:16]([O:18]CC)=[O:17])=[O:13])=[C:6]2[C:11]=1[N:10]=[CH:9][CH:8]=[N:7]2.[CH3:22][N:23]1[CH:27]=[CH:26][C:25](B2OC(C)(C)C(C)(C)O2)=[N:24]1.C(=O)([O-])[O-].[K+].[K+].[OH-].[Na+], predict the reaction product. (4) Given the reactants [I:1][C:2]1[CH:3]=[C:4]2[C:8](=[CH:9][CH:10]=1)[NH:7][C:6](=[O:11])[C:5]2=O.[N+:13]([C:16]1[CH:27]=[CH:26][C:19]([O:20][CH2:21][C:22]([NH:24][NH2:25])=[O:23])=[CH:18][CH:17]=1)([O-:15])=[O:14], predict the reaction product. The product is: [I:1][C:2]1[CH:3]=[C:4]2[C:8](=[CH:9][CH:10]=1)[NH:7][C:6](=[O:11])[C:5]2=[N:25][NH:24][C:22](=[O:23])[CH2:21][O:20][C:19]1[CH:18]=[CH:17][C:16]([N+:13]([O-:15])=[O:14])=[CH:27][CH:26]=1. (5) Given the reactants [C:1]([O:5][C:6]([N:8]1[CH2:14][CH2:13][C:12]2[C:15]([S:20][CH2:21][C:22]3[CH:27]=[CH:26][C:25]([C:28]([O:30]C)=[O:29])=[C:24]([F:32])[CH:23]=3)=[C:16]([Cl:19])[CH:17]=[CH:18][C:11]=2[CH2:10][CH2:9]1)=[O:7])([CH3:4])([CH3:3])[CH3:2].[OH-].[K+].Cl, predict the reaction product. The product is: [C:1]([O:5][C:6]([N:8]1[CH2:14][CH2:13][C:12]2[C:15]([S:20][CH2:21][C:22]3[CH:27]=[CH:26][C:25]([C:28]([OH:30])=[O:29])=[C:24]([F:32])[CH:23]=3)=[C:16]([Cl:19])[CH:17]=[CH:18][C:11]=2[CH2:10][CH2:9]1)=[O:7])([CH3:4])([CH3:2])[CH3:3]. (6) Given the reactants Cl[C:2]([O:4][C:5]1[CH:10]=[CH:9][C:8]([F:11])=[CH:7][CH:6]=1)=[O:3].[CH2:12]([CH:15]1[CH2:20][CH2:19][N:18](C(OC(C)(C)C)=O)[CH2:17][CH2:16]1)[C:13]#[CH:14], predict the reaction product. The product is: [CH2:12]([CH:15]1[CH2:20][CH2:19][N:18]([C:2]([O:4][C:5]2[CH:10]=[CH:9][C:8]([F:11])=[CH:7][CH:6]=2)=[O:3])[CH2:17][CH2:16]1)[C:13]#[CH:14]. (7) Given the reactants [F:1][C:2]1[CH:3]=[C:4]([CH:9]2[C:14]([C:15]([OH:17])=O)=[C:13]([CH3:18])[NH:12][C:11](=[O:19])[NH:10]2)[CH:5]=[CH:6][C:7]=1[F:8].[F:20][C:21]1[CH:26]=[CH:25][C:24]([NH:27][C:28]2[C:36]3[C:31](=[CH:32][CH:33]=[C:34]([NH2:37])[CH:35]=3)[NH:30][N:29]=2)=[CH:23][CH:22]=1.C1CN([P+](Br)(N2CCCC2)N2CCCC2)CC1.F[P-](F)(F)(F)(F)F.C(N(C(C)C)CC)(C)C, predict the reaction product. The product is: [F:20][C:21]1[CH:22]=[CH:23][C:24]([NH:27][C:28]2[C:36]3[C:31](=[CH:32][CH:33]=[C:34]([NH:37][C:15]([C:14]4[CH:9]([C:4]5[CH:5]=[CH:6][C:7]([F:8])=[C:2]([F:1])[CH:3]=5)[NH:10][C:11](=[O:19])[NH:12][C:13]=4[CH3:18])=[O:17])[CH:35]=3)[NH:30][N:29]=2)=[CH:25][CH:26]=1. (8) The product is: [NH2:1][C:4]1[CH:5]=[CH:6][C:7]([O:8][CH2:9][CH2:10][O:11][C:12]2[CH:17]=[CH:16][CH:15]=[CH:14][C:13]=2[CH:18]([CH3:22])[C:19]([OH:21])=[O:20])=[CH:23][CH:24]=1. Given the reactants [N+:1]([C:4]1[CH:24]=[CH:23][C:7]([O:8][CH2:9][CH2:10][O:11][C:12]2[CH:17]=[CH:16][CH:15]=[CH:14][C:13]=2[CH:18]([CH3:22])[C:19]([OH:21])=[O:20])=[CH:6][CH:5]=1)([O-])=O.[H][H], predict the reaction product. (9) Given the reactants [CH:1]1([NH2:7])[CH2:6][CH2:5][CH2:4][CH2:3][CH2:2]1.[C:8]([O:12][C:13](=[O:28])[CH2:14][C@@H:15]([CH2:19][CH2:20][CH2:21][C:22]1[CH:27]=[CH:26][CH:25]=[CH:24][CH:23]=1)[C:16]([OH:18])=[O:17])([CH3:11])([CH3:10])[CH3:9].C(OCC)(=O)C.C(O)(=O)CC(CC(O)=O)(C(O)=O)O.C1(N)CCCCC1, predict the reaction product. The product is: [CH:1]1([NH2:7])[CH2:6][CH2:5][CH2:4][CH2:3][CH2:2]1.[C:8]([O:12][C:13](=[O:28])[CH2:14][C@@H:15]([CH2:19][CH2:20][CH2:21][CH:22]1[CH2:23][CH2:24][CH2:25][CH2:26][CH2:27]1)[C:16]([OH:18])=[O:17])([CH3:11])([CH3:9])[CH3:10].